Dataset: NCI-60 drug combinations with 297,098 pairs across 59 cell lines. Task: Regression. Given two drug SMILES strings and cell line genomic features, predict the synergy score measuring deviation from expected non-interaction effect. (1) Drug 1: CC1=C2C(C(=O)C3(C(CC4C(C3C(C(C2(C)C)(CC1OC(=O)C(C(C5=CC=CC=C5)NC(=O)OC(C)(C)C)O)O)OC(=O)C6=CC=CC=C6)(CO4)OC(=O)C)O)C)O. Drug 2: C1C(C(OC1N2C=NC(=NC2=O)N)CO)O. Cell line: SK-OV-3. Synergy scores: CSS=8.54, Synergy_ZIP=-3.67, Synergy_Bliss=1.76, Synergy_Loewe=-22.5, Synergy_HSA=-6.61. (2) Drug 1: CNC(=O)C1=CC=CC=C1SC2=CC3=C(C=C2)C(=NN3)C=CC4=CC=CC=N4. Drug 2: CC12CCC(CC1=CCC3C2CCC4(C3CC=C4C5=CN=CC=C5)C)O. Cell line: RXF 393. Synergy scores: CSS=15.3, Synergy_ZIP=-2.97, Synergy_Bliss=2.83, Synergy_Loewe=2.99, Synergy_HSA=3.30. (3) Drug 1: CC1=C(C=C(C=C1)NC(=O)C2=CC=C(C=C2)CN3CCN(CC3)C)NC4=NC=CC(=N4)C5=CN=CC=C5. Drug 2: CC12CCC3C(C1CCC2OP(=O)(O)O)CCC4=C3C=CC(=C4)OC(=O)N(CCCl)CCCl.[Na+]. Cell line: UACC-257. Synergy scores: CSS=15.5, Synergy_ZIP=-5.55, Synergy_Bliss=-2.41, Synergy_Loewe=-5.18, Synergy_HSA=-4.71. (4) Drug 1: C1=NC2=C(N=C(N=C2N1C3C(C(C(O3)CO)O)O)F)N. Drug 2: CC(C)(C#N)C1=CC(=CC(=C1)CN2C=NC=N2)C(C)(C)C#N. Cell line: HT29. Synergy scores: CSS=-2.38, Synergy_ZIP=1.14, Synergy_Bliss=-1.37, Synergy_Loewe=-2.87, Synergy_HSA=-4.91. (5) Drug 1: C1CN1C2=NC(=NC(=N2)N3CC3)N4CC4. Drug 2: C(CC(=O)O)C(=O)CN.Cl. Cell line: HT29. Synergy scores: CSS=5.89, Synergy_ZIP=-4.98, Synergy_Bliss=-6.59, Synergy_Loewe=-29.5, Synergy_HSA=-7.44. (6) Drug 1: C1CN(CCN1C(=O)CCBr)C(=O)CCBr. Drug 2: CC(C)CN1C=NC2=C1C3=CC=CC=C3N=C2N. Cell line: K-562. Synergy scores: CSS=18.0, Synergy_ZIP=4.07, Synergy_Bliss=9.25, Synergy_Loewe=4.96, Synergy_HSA=4.83. (7) Drug 1: CCCCCOC(=O)NC1=NC(=O)N(C=C1F)C2C(C(C(O2)C)O)O. Drug 2: C#CCC(CC1=CN=C2C(=N1)C(=NC(=N2)N)N)C3=CC=C(C=C3)C(=O)NC(CCC(=O)O)C(=O)O. Cell line: OVCAR-4. Synergy scores: CSS=46.1, Synergy_ZIP=1.76, Synergy_Bliss=-1.38, Synergy_Loewe=-30.5, Synergy_HSA=-2.65. (8) Drug 1: C1CCC(C1)C(CC#N)N2C=C(C=N2)C3=C4C=CNC4=NC=N3. Drug 2: C1=CC=C(C=C1)NC(=O)CCCCCCC(=O)NO. Cell line: OVCAR-5. Synergy scores: CSS=5.26, Synergy_ZIP=-4.12, Synergy_Bliss=-2.54, Synergy_Loewe=-32.2, Synergy_HSA=-6.05. (9) Drug 1: CS(=O)(=O)C1=CC(=C(C=C1)C(=O)NC2=CC(=C(C=C2)Cl)C3=CC=CC=N3)Cl. Drug 2: C1CC(=O)NC(=O)C1N2CC3=C(C2=O)C=CC=C3N. Cell line: NCI-H522. Synergy scores: CSS=4.79, Synergy_ZIP=-2.28, Synergy_Bliss=-1.08, Synergy_Loewe=-1.27, Synergy_HSA=-1.27.